From a dataset of Reaction yield outcomes from USPTO patents with 853,638 reactions. Predict the reaction yield, written as a fraction of the theoretical maximum amount of product (1.0 means a 100% yield; for example, 0.34 means a 34% yield). The reactants are [OH:1][C@@H:2]1[C@H:7]([OH:8])[C@@H:6]([O:9][CH3:10])[C:5]([CH3:12])([CH3:11])[O:4][C@H:3]1[O:13][C:14]1[C:23]([CH3:24])=[C:22]2[C:17]([CH:18]=[C:19]([NH:26][C:27](=[O:36])[C:28]3[CH:33]=[CH:32][C:31](OC)=[CH:30][CH:29]=3)[C:20](=[O:25])[O:21]2)=[CH:16][CH:15]=1.[OH-:37].[Li+].[Cl-].[NH4+:40].C1[CH2:45][O:44]CC1.C[OH:47].O. No catalyst specified. The product is [CH3:10][O:9][C@H:6]1[C:5]([CH3:12])([CH3:11])[O:4][C@@H:3]([O:13][C:14]2[C:23]([CH3:24])=[C:22]3[C:17]([CH:18]=[C:19]([NH:26][C:27](=[O:36])[C:28]4[CH:33]=[CH:32][CH:31]=[C:30]([N+:40]([O-:47])=[O:37])[CH:29]=4)[C:20](=[O:25])[O:21]3)=[CH:16][CH:15]=2)[C@@H:2]2[O:1][C:45](=[O:44])[O:8][C@H:7]12. The yield is 0.470.